This data is from TCR-epitope binding with 47,182 pairs between 192 epitopes and 23,139 TCRs. The task is: Binary Classification. Given a T-cell receptor sequence (or CDR3 region) and an epitope sequence, predict whether binding occurs between them. (1) The epitope is LLWNGPMAV. The TCR CDR3 sequence is CATSRDSSGANVLTF. Result: 1 (the TCR binds to the epitope). (2) The epitope is RTLNAWVKV. The TCR CDR3 sequence is CASSQTVLKVATDTQYF. Result: 0 (the TCR does not bind to the epitope). (3) The epitope is GTSGSPIINR. The TCR CDR3 sequence is CASSLGQGSYEQYF. Result: 1 (the TCR binds to the epitope). (4) Result: 0 (the TCR does not bind to the epitope). The epitope is YLQPRTFLL. The TCR CDR3 sequence is CASSTGTSLYGYTF. (5) The epitope is TSNQVAVLY. The TCR CDR3 sequence is CASSSGGQGFYEQYF. Result: 0 (the TCR does not bind to the epitope).